Dataset: Catalyst prediction with 721,799 reactions and 888 catalyst types from USPTO. Task: Predict which catalyst facilitates the given reaction. (1) Reactant: [Si]([O:8][C@@H:9]1[CH2:13][CH:12]([CH:14]2[CH2:16][CH2:15]2)[N:11]([C:17]([O:19][C:20]([CH3:23])([CH3:22])[CH3:21])=[O:18])[C@H:10]1[CH:24]1[CH2:26][CH2:25]1)(C(C)(C)C)(C)C.CCCC[N+](CCCC)(CCCC)CCCC.[F-].CC(OI1(OC(C)=O)(OC(C)=O)OC(=O)C2C=CC=CC1=2)=O. The catalyst class is: 1. Product: [CH:24]1([C@H:10]2[C:9](=[O:8])[CH2:13][CH:12]([CH:14]3[CH2:16][CH2:15]3)[N:11]2[C:17]([O:19][C:20]([CH3:23])([CH3:22])[CH3:21])=[O:18])[CH2:25][CH2:26]1. (2) Reactant: [NH2:1][C:2]([CH3:7])([CH3:6])[C:3]([OH:5])=[O:4].[C:8](O[C:8]([O:10][C:11]([CH3:14])([CH3:13])[CH3:12])=[O:9])([O:10][C:11]([CH3:14])([CH3:13])[CH3:12])=[O:9]. Product: [C:11]([O:10][C:8]([NH:1][C:2]([CH3:7])([CH3:6])[C:3]([OH:5])=[O:4])=[O:9])([CH3:14])([CH3:13])[CH3:12]. The catalyst class is: 758. (3) Reactant: C([O:3][C:4]([C:6]1[CH:11]=[CH:10][C:9]([C:12]2[CH:17]=[CH:16][C:15]([CH2:18][CH2:19][CH2:20][CH2:21][CH2:22][CH2:23][CH2:24][CH2:25][CH3:26])=[CH:14][CH:13]=2)=[CH:8][CH:7]=1)=[O:5])C.O.[OH-].[Li+]. Product: [CH2:18]([C:15]1[CH:16]=[CH:17][C:12]([C:9]2[CH:10]=[CH:11][C:6]([C:4]([OH:5])=[O:3])=[CH:7][CH:8]=2)=[CH:13][CH:14]=1)[CH2:19][CH2:20][CH2:21][CH2:22][CH2:23][CH2:24][CH2:25][CH3:26]. The catalyst class is: 90. (4) Reactant: [Cl:1][C:2]1[N:7]=[C:6](Cl)[CH:5]=[C:4]([C:9]([O:11][CH3:12])=[O:10])[N:3]=1.[C:13](=O)([O-])[O-:14].[K+].[K+]. Product: [Cl:1][C:2]1[N:3]=[C:4]([C:9]([O:11][CH3:12])=[O:10])[CH:5]=[C:6]([O:14][CH3:13])[N:7]=1. The catalyst class is: 382. (5) The catalyst class is: 19. Reactant: Cl.[CH3:2][N:3]([CH2:14][CH2:15][CH2:16][S:17]([CH3:20])(=[O:19])=[O:18])C(OCC1C=CC=CC=1)=O. Product: [CH3:2][NH:3][CH2:14][CH2:15][CH2:16][S:17]([CH3:20])(=[O:19])=[O:18]. (6) Product: [CH2:27]([O:21][C@@H:17]1[CH2:18][CH2:19][CH2:20][C@H:15]([O:14][CH2:13][C:11]2[N:12]=[C:8]([C:5]3[CH:4]=[CH:3][C:2]([F:1])=[CH:7][CH:6]=3)[O:9][C:10]=2[CH3:22])[CH2:16]1)[CH:26]=[CH2:25]. Reactant: [F:1][C:2]1[CH:7]=[CH:6][C:5]([C:8]2[O:9][C:10]([CH3:22])=[C:11]([CH2:13][O:14][C@@H:15]3[CH2:20][CH2:19][CH2:18][C@H:17]([OH:21])[CH2:16]3)[N:12]=2)=[CH:4][CH:3]=1.[H-].[Na+].[CH2:25](Br)[CH:26]=[CH2:27].Cl. The catalyst class is: 9. (7) Reactant: [CH3:1][O:2][C:3]1[CH:19]=[CH:18][C:6]2[CH:7]=[C:8]3[C:13](=[CH:14][C:5]=2[CH:4]=1)[NH:12][CH:11]=[C:10]([C:15]#[N:16])[C:9]3=O.P(Cl)(Cl)([Cl:22])=O. The catalyst class is: 9. Product: [Cl:22][C:9]1[C:8]2[C:13](=[CH:14][C:5]3[CH:4]=[C:3]([O:2][CH3:1])[CH:19]=[CH:18][C:6]=3[CH:7]=2)[N:12]=[CH:11][C:10]=1[C:15]#[N:16]. (8) Reactant: [CH2:1]([N:8]([CH2:37][C@H:38]([OH:60])[CH2:39][O:40][C:41]1[CH:46]=[CH:45][C:44]([O:47][CH2:48][C:49]2[CH:54]=[CH:53][CH:52]=[CH:51][CH:50]=2)=[C:43]([NH:55][S:56]([CH3:59])(=[O:58])=[O:57])[CH:42]=1)[C@H:9]1[CH2:14][CH2:13][C@H:12]([C:15]2[CH:36]=[CH:35][C:18]([C:19]([NH:21][C@H:22]([C:30]([O:32]CC)=[O:31])[CH2:23][C:24]3[CH:29]=[CH:28][CH:27]=[CH:26][CH:25]=3)=[O:20])=[CH:17][CH:16]=2)[CH2:11][CH2:10]1)[C:2]1[CH:7]=[CH:6][CH:5]=[CH:4][CH:3]=1.[OH-].[Na+]. Product: [CH2:1]([N:8]([CH2:37][C@H:38]([OH:60])[CH2:39][O:40][C:41]1[CH:46]=[CH:45][C:44]([O:47][CH2:48][C:49]2[CH:54]=[CH:53][CH:52]=[CH:51][CH:50]=2)=[C:43]([NH:55][S:56]([CH3:59])(=[O:58])=[O:57])[CH:42]=1)[C@H:9]1[CH2:14][CH2:13][C@H:12]([C:15]2[CH:36]=[CH:35][C:18]([C:19]([NH:21][C@H:22]([C:30]([OH:32])=[O:31])[CH2:23][C:24]3[CH:29]=[CH:28][CH:27]=[CH:26][CH:25]=3)=[O:20])=[CH:17][CH:16]=2)[CH2:11][CH2:10]1)[C:2]1[CH:3]=[CH:4][CH:5]=[CH:6][CH:7]=1. The catalyst class is: 8. (9) Reactant: [OH:1][CH2:2][C@@H:3]1[CH2:7][CH2:6][CH2:5][N:4]1[C:8]1[C:17]2[C:12](=[CH:13][CH:14]=[C:15]([C:18]([OH:20])=O)[CH:16]=2)[N:11]=[C:10]([C:21]([F:24])([F:23])[F:22])[CH:9]=1.F[P-](F)(F)(F)(F)F.C[N+](C)=C(N(C)C)ON1C2N=CC=CC=2N=N1.C(N(CC)C(C)C)(C)C.Cl.[NH2:59][C@@H:60]([C:62]1[C:67]([F:68])=[CH:66][C:65]([NH:69][S:70]([CH3:73])(=[O:72])=[O:71])=[C:64]([CH3:74])[CH:63]=1)[CH3:61].C([O-])(O)=O.[Na+]. Product: [F:68][C:67]1[CH:66]=[C:65]([NH:69][S:70]([CH3:73])(=[O:72])=[O:71])[C:64]([CH3:74])=[CH:63][C:62]=1[C@H:60]([NH:59][C:18]([C:15]1[CH:16]=[C:17]2[C:12](=[CH:13][CH:14]=1)[N:11]=[C:10]([C:21]([F:23])([F:24])[F:22])[CH:9]=[C:8]2[N:4]1[CH2:5][CH2:6][CH2:7][C@H:3]1[CH2:2][OH:1])=[O:20])[CH3:61]. The catalyst class is: 468.